From a dataset of Forward reaction prediction with 1.9M reactions from USPTO patents (1976-2016). Predict the product of the given reaction. (1) Given the reactants [F:1][C:2]1[CH:3]=[C:4]([C:8]2[N:13]=[C:12]([CH3:14])[C:11]([C:15]([OH:17])=O)=[CH:10][N:9]=2)[CH:5]=[CH:6][CH:7]=1.[F:18][C:19]1[CH:20]=[CH:21][CH:22]=[C:23]2[C:27]=1[N:26]([NH2:28])[CH:25]=[C:24]2[CH3:29].C[N+]1(C2N=C(OC)N=C(OC)N=2)CCOCC1.[Cl-], predict the reaction product. The product is: [F:18][C:19]1[CH:20]=[CH:21][CH:22]=[C:23]2[C:27]=1[N:26]([NH:28][C:15]([C:11]1[C:12]([CH3:14])=[N:13][C:8]([C:4]3[CH:5]=[CH:6][CH:7]=[C:2]([F:1])[CH:3]=3)=[N:9][CH:10]=1)=[O:17])[CH:25]=[C:24]2[CH3:29]. (2) Given the reactants Cl[C:2]1[C:7]2[CH:8]=[CH:9][N:10]([CH2:11][C:12]([N:14]([CH2:17][CH3:18])[CH2:15][CH3:16])=[O:13])[C:6]=2[CH:5]=[CH:4][N:3]=1.C(=[NH:32])(C1C=CC=CC=1)C1C=CC=CC=1.CC([O-])(C)C.[Na+].C1C=CC(P(C2C(C3C(P(C4C=CC=CC=4)C4C=CC=CC=4)=CC=C4C=3C=CC=C4)=C3C(C=CC=C3)=CC=2)C2C=CC=CC=2)=CC=1, predict the reaction product. The product is: [NH2:32][C:2]1[C:7]2[CH:8]=[CH:9][N:10]([CH2:11][C:12]([N:14]([CH2:17][CH3:18])[CH2:15][CH3:16])=[O:13])[C:6]=2[CH:5]=[CH:4][N:3]=1. (3) Given the reactants C(N(CC)CCOC1C=C(N)C=CC=1)C.[CH3:16][O:17][C:18](=[O:48])[C:19]1[CH:24]=[CH:23][C:22]([NH:25]C2N=CC(C3C=CC(OC)=CC=3)=CN=2)=[CH:21][C:20]=1[O:40][CH2:41][CH2:42][N:43]([CH2:46][CH3:47])[CH2:44][CH3:45], predict the reaction product. The product is: [CH3:16][O:17][C:18](=[O:48])[C:19]1[CH:24]=[CH:23][C:22]([NH2:25])=[CH:21][C:20]=1[O:40][CH2:41][CH2:42][N:43]([CH2:46][CH3:47])[CH2:44][CH3:45].